This data is from Catalyst prediction with 721,799 reactions and 888 catalyst types from USPTO. The task is: Predict which catalyst facilitates the given reaction. (1) Reactant: Cl.[SH:2][C:3]([CH3:7])([CH3:6])[CH2:4][NH2:5].C(N(CC)CC)C.[N:15]1[CH:20]=[CH:19][N:18]=[C:17]2[C:21](=[O:25])[O:22][C:23](=[O:24])[C:16]=12. Product: [CH3:6][C:3]([SH:2])([CH3:7])[CH2:4][NH:5][C:21]([C:17]1[C:16]([C:23]([OH:24])=[O:22])=[N:15][CH:20]=[CH:19][N:18]=1)=[O:25]. The catalyst class is: 4. (2) Reactant: C[O:2][C:3]1[CH:8]=[CH:7][C:6]([NH:9][C:10](=[O:12])[CH3:11])=[CH:5][C:4]=1[C:13]1[N:14]([CH3:18])[N:15]=[CH:16][CH:17]=1.[Cl-].[Al+3].[Cl-].[Cl-].C(OCC)(=O)C. Product: [OH:2][C:3]1[CH:8]=[CH:7][C:6]([NH:9][C:10](=[O:12])[CH3:11])=[CH:5][C:4]=1[C:13]1[N:14]([CH3:18])[N:15]=[CH:16][CH:17]=1. The catalyst class is: 26.